This data is from Full USPTO retrosynthesis dataset with 1.9M reactions from patents (1976-2016). The task is: Predict the reactants needed to synthesize the given product. (1) Given the product [Br:1][C:2]1[N:7]=[C:6]([CH:8]([Cl:20])[C:9]2[CH:10]=[C:11]([CH:14]=[CH:15][CH:16]=2)[C:12]#[N:13])[CH:5]=[CH:4][CH:3]=1, predict the reactants needed to synthesize it. The reactants are: [Br:1][C:2]1[N:7]=[C:6]([CH:8](O)[C:9]2[CH:10]=[C:11]([CH:14]=[CH:15][CH:16]=2)[C:12]#[N:13])[CH:5]=[CH:4][CH:3]=1.O=S(Cl)[Cl:20]. (2) Given the product [C:18]1([NH:24][C:25](=[O:26])[O:17][C:13]2[CH:12]=[C:11]3[C:16](=[CH:15][CH:14]=2)[N:8]([CH2:1][C:2]2[CH:3]=[CH:4][CH:5]=[CH:6][CH:7]=2)[CH2:9][CH2:10]3)[CH:23]=[CH:22][CH:21]=[CH:20][CH:19]=1, predict the reactants needed to synthesize it. The reactants are: [CH2:1]([N:8]1[C:16]2[C:11](=[CH:12][C:13]([OH:17])=[CH:14][CH:15]=2)[CH2:10][CH2:9]1)[C:2]1[CH:7]=[CH:6][CH:5]=[CH:4][CH:3]=1.[C:18]1([N:24]=[C:25]=[O:26])[CH:23]=[CH:22][CH:21]=[CH:20][CH:19]=1. (3) Given the product [NH2:8][C@@H:9]([CH2:38][C:39]1[S:40][CH:41]=[CH:42][CH:43]=1)[C:10]([NH:12][CH2:13][CH2:14][CH2:15][C:16]#[C:17][C:18]1[CH:37]=[CH:36][CH:35]=[C:20]([O:21][CH:22]2[CH2:27][CH2:26][NH:25][CH2:24][CH2:23]2)[CH:19]=1)=[O:11].[C:44]([OH:50])([C:46]([F:49])([F:48])[F:47])=[O:45], predict the reactants needed to synthesize it. The reactants are: C(OC([NH:8][C@@H:9]([CH2:38][C:39]1[S:40][CH:41]=[CH:42][CH:43]=1)[C:10]([NH:12][CH2:13][CH2:14][CH2:15][C:16]#[C:17][C:18]1[CH:19]=[C:20]([CH:35]=[CH:36][CH:37]=1)[O:21][CH:22]1[CH2:27][CH2:26][N:25](C(OC(C)(C)C)=O)[CH2:24][CH2:23]1)=[O:11])=O)(C)(C)C.[C:44]([OH:50])([C:46]([F:49])([F:48])[F:47])=[O:45].